From a dataset of Catalyst prediction with 721,799 reactions and 888 catalyst types from USPTO. Predict which catalyst facilitates the given reaction. (1) Reactant: [Cl:1][C:2]1[N:10]=[C:9]2[C:5]([N:6]=[CH:7][N:8]2[CH:11]([CH3:13])[CH3:12])=[C:4](Cl)[N:3]=1.[CH3:15][O:16][C:17]1[CH:18]=[C:19]([CH:22]=[CH:23][C:24]=1[O:25][CH3:26])[CH2:20][NH2:21]. Product: [Cl:1][C:2]1[N:10]=[C:9]2[C:5]([N:6]=[CH:7][N:8]2[CH:11]([CH3:13])[CH3:12])=[C:4]([NH:21][CH2:20][C:19]2[CH:22]=[CH:23][C:24]([O:25][CH3:26])=[C:17]([O:16][CH3:15])[CH:18]=2)[N:3]=1. The catalyst class is: 66. (2) Reactant: [C:1](=[O:8])([O:3][C:4]([CH3:7])([CH3:6])[CH3:5])[NH2:2].[N:9]([CH2:12][CH3:13])=[C:10]=[S:11].[H-].[Na+]. Product: [CH2:12]([NH:9][C:10]([NH:2][C:1](=[O:8])[O:3][C:4]([CH3:7])([CH3:6])[CH3:5])=[S:11])[CH3:13]. The catalyst class is: 3. (3) Reactant: I[C:2]1[CH:7]=[CH:6][CH:5]=[CH:4][C:3]=1[O:8][CH2:9][CH2:10][CH2:11][O:12][CH3:13].[NH:14]1[C:22]2[C:17](=[CH:18][CH:19]=[CH:20][CH:21]=2)[CH:16]=[CH:15]1.N1CCC[C@H]1C(O)=O.C(=O)([O-])[O-].[K+].[K+]. Product: [CH3:13][O:12][CH2:11][CH2:10][CH2:9][O:8][C:3]1[CH:4]=[CH:5][CH:6]=[CH:7][C:2]=1[N:14]1[C:22]2[C:17](=[CH:18][CH:19]=[CH:20][CH:21]=2)[CH:16]=[CH:15]1. The catalyst class is: 156. (4) Reactant: [Cl:1][C:2]1[CH:3]=[CH:4][C:5]([O:31][CH3:32])=[C:6]([NH:8][C:9](=[O:30])[CH2:10][N:11]2[C:19]3[CH2:18][CH2:17][N:16]([CH2:20][C:21](OCC)=[O:22])[CH2:15][C:14]=3[C:13]([C:26]([F:29])([F:28])[F:27])=[N:12]2)[CH:7]=1.[H-].[Al+3].[Li+].[H-].[H-].[H-].O.O.O.O.O.O.O.O.O.O.S([O-])([O-])(=O)=O.[Na+].[Na+]. Product: [Cl:1][C:2]1[CH:3]=[CH:4][C:5]([O:31][CH3:32])=[C:6]([NH:8][C:9](=[O:30])[CH2:10][N:11]2[C:19]3[CH2:18][CH2:17][N:16]([CH2:20][CH2:21][OH:22])[CH2:15][C:14]=3[C:13]([C:26]([F:29])([F:28])[F:27])=[N:12]2)[CH:7]=1. The catalyst class is: 1. (5) Reactant: ClC1C=C(C(F)(F)F)C=C(Cl)C=1N.Cl[C:15]1[CH:16]=[C:17]([C:23]([F:26])([F:25])[F:24])[CH:18]=[C:19](Cl)[C:20]=1[Cl:21].[F-].[Li+].N. Product: [Cl:21][C:20]1[CH:15]=[CH:16][C:17]([C:23]([F:24])([F:25])[F:26])=[CH:18][CH:19]=1. The catalyst class is: 60. (6) Reactant: [F:1][C:2]1[C:3]([C:9]2[N:13]([CH:14]3[CH2:19][CH2:18][O:17][CH2:16][CH2:15]3)[C:12]([CH3:20])=[N:11][CH:10]=2)=[N:4][C:5]([NH2:8])=[N:6][CH:7]=1.Br[C:22]1[CH:27]=[CH:26][C:25]([S:28]([N:31]2[CH2:36][CH2:35][O:34][CH2:33][C@H:32]2[CH3:37])(=[O:30])=[O:29])=[CH:24][CH:23]=1.C([O-])([O-])=O.[Cs+].[Cs+].CC(C1C=C(C(C)C)C(C2C=CC=CC=2P(C2CCCCC2)C2CCCCC2)=C(C(C)C)C=1)C. Product: [F:1][C:2]1[C:3]([C:9]2[N:13]([CH:14]3[CH2:19][CH2:18][O:17][CH2:16][CH2:15]3)[C:12]([CH3:20])=[N:11][CH:10]=2)=[N:4][C:5]([NH:8][C:22]2[CH:27]=[CH:26][C:25]([S:28]([N:31]3[CH2:36][CH2:35][O:34][CH2:33][C@H:32]3[CH3:37])(=[O:29])=[O:30])=[CH:24][CH:23]=2)=[N:6][CH:7]=1. The catalyst class is: 110. (7) Reactant: [O:1]=[C:2]1[CH:19]=[CH:18][O:17][C:4]2([CH2:9][CH2:8][N:7](C(OC(C)(C)C)=O)[CH2:6][CH2:5]2)[CH2:3]1.C(O)(C(F)(F)F)=O. Product: [CH2:9]1[C:4]2([O:17][CH:18]=[CH:19][C:2](=[O:1])[CH2:3]2)[CH2:5][CH2:6][NH:7][CH2:8]1. The catalyst class is: 2. (8) Reactant: [CH3:1][C:2]([C:7]1[CH:12]=[CH:11][C:10]([N+:13]([O-:15])=[O:14])=[CH:9][CH:8]=1)([CH3:6])[C:3]([OH:5])=O.CN(C=O)C.C(Cl)(=O)C(Cl)=O.[C:27]([NH:30][NH2:31])(=[O:29])[CH3:28]. Product: [CH3:6][C:2]([C:7]1[CH:12]=[CH:11][C:10]([N+:13]([O-:15])=[O:14])=[CH:9][CH:8]=1)([CH3:1])[C:3]([NH:31][NH:30][C:27](=[O:29])[CH3:28])=[O:5]. The catalyst class is: 2. (9) Reactant: Cl.[NH2:2][CH2:3][C:4]1[N:9]=[CH:8][C:7]([NH:10][C:11]([C:13]2[CH:17]=[C:16]([CH3:18])[N:15]([CH2:19][C:20]3[CH:25]=[C:24]([Cl:26])[CH:23]=[CH:22][C:21]=3[O:27][CH2:28][CH:29]([CH3:31])[CH3:30])[N:14]=2)=[O:12])=[CH:6][CH:5]=1.[CH:32](=O)[CH3:33].[C:35](O[BH-](OC(=O)C)OC(=O)C)(=O)[CH3:36].[Na+].C(OCC)(=O)C. Product: [ClH:26].[Cl:26][C:24]1[CH:23]=[CH:22][C:21]([O:27][CH2:28][CH:29]([CH3:31])[CH3:30])=[C:20]([CH2:19][N:15]2[C:16]([CH3:18])=[CH:17][C:13]([C:11]([NH:10][C:7]3[CH:8]=[N:9][C:4]([CH2:3][N:2]([CH2:32][CH3:33])[CH2:35][CH3:36])=[CH:5][CH:6]=3)=[O:12])=[N:14]2)[CH:25]=1. The catalyst class is: 334.